Task: Regression. Given a peptide amino acid sequence and an MHC pseudo amino acid sequence, predict their binding affinity value. This is MHC class II binding data.. Dataset: Peptide-MHC class II binding affinity with 134,281 pairs from IEDB The peptide sequence is VGAKQENWNTSIKTL. The MHC is DRB1_0401 with pseudo-sequence DRB1_0401. The binding affinity (normalized) is 0.207.